From a dataset of Forward reaction prediction with 1.9M reactions from USPTO patents (1976-2016). Predict the product of the given reaction. (1) Given the reactants Cl[C:2]1[CH:7]=[C:6]([Cl:8])[N:5]=[CH:4][N:3]=1.C(O)(C)C.[CH3:13][NH2:14].C(O)C, predict the reaction product. The product is: [Cl:8][C:6]1[N:5]=[CH:4][N:3]=[C:2]([NH:14][CH3:13])[CH:7]=1. (2) Given the reactants Cl[C:2]1[N:6]([CH3:7])[C:5]2[CH:8]=[CH:9][CH:10]=[CH:11][C:4]=2[N:3]=1.C1C=CC(P(C2C(C3C(P(C4C=CC=CC=4)C4C=CC=CC=4)=CC=C4C=3C=CC=C4)=C3C(C=CC=C3)=CC=2)C2C=CC=CC=2)=CC=1.CC(C)([O-])C.[Na+].[C:64]([O:68][C:69]([N:71]1[CH2:76][CH2:75][CH:74]([NH2:77])[CH2:73][CH2:72]1)=[O:70])([CH3:67])([CH3:66])[CH3:65].N#N, predict the reaction product. The product is: [C:64]([O:68][C:69]([N:71]1[CH2:76][CH2:75][CH:74]([NH:77][C:2]2[N:6]([CH3:7])[C:5]3[CH:8]=[CH:9][CH:10]=[CH:11][C:4]=3[N:3]=2)[CH2:73][CH2:72]1)=[O:70])([CH3:67])([CH3:65])[CH3:66].